This data is from Full USPTO retrosynthesis dataset with 1.9M reactions from patents (1976-2016). The task is: Predict the reactants needed to synthesize the given product. Given the product [Br:1][C:2]1[C:3]([O:18][C:14]2[CH:15]=[CH:16][CH:17]=[C:12]([O:11][CH3:10])[CH:13]=2)=[N:4][C:5]([Cl:8])=[N:6][CH:7]=1, predict the reactants needed to synthesize it. The reactants are: [Br:1][C:2]1[C:3](Cl)=[N:4][C:5]([Cl:8])=[N:6][CH:7]=1.[CH3:10][O:11][C:12]1[CH:13]=[C:14]([OH:18])[CH:15]=[CH:16][CH:17]=1.C([O-])([O-])=O.[K+].[K+].